Dataset: Peptide-MHC class II binding affinity with 134,281 pairs from IEDB. Task: Regression. Given a peptide amino acid sequence and an MHC pseudo amino acid sequence, predict their binding affinity value. This is MHC class II binding data. (1) The peptide sequence is EADYSQIPISINYRT. The MHC is DRB1_0404 with pseudo-sequence DRB1_0404. The binding affinity (normalized) is 0.430. (2) The peptide sequence is PETEKAEEVEKIEKT. The MHC is DRB1_0701 with pseudo-sequence DRB1_0701. The binding affinity (normalized) is 0.185.